This data is from Full USPTO retrosynthesis dataset with 1.9M reactions from patents (1976-2016). The task is: Predict the reactants needed to synthesize the given product. (1) The reactants are: [NH2:1][C:2]1[CH:7]=[C:6]([F:8])[CH:5]=[CH:4][C:3]=1[OH:9].N([O-])=O.[Na+]. Given the product [CH3:7][C:2]1[CH:3]=[C:4]([CH3:5])[N:1]([C:2]2[CH:7]=[C:6]([F:8])[CH:5]=[CH:4][C:3]=2[OH:9])[N:1]=1, predict the reactants needed to synthesize it. (2) Given the product [Cl:4][C:5]1[CH:6]=[C:7]([NH2:15])[CH:8]=[C:9]2[C:13]=1[N:12]([CH3:14])[N:11]=[CH:10]2, predict the reactants needed to synthesize it. The reactants are: [Sn](Cl)Cl.[Cl:4][C:5]1[CH:6]=[C:7]([N+:15]([O-])=O)[CH:8]=[C:9]2[C:13]=1[N:12]([CH3:14])[N:11]=[CH:10]2. (3) Given the product [CH2:18]([O:17][CH2:16][CH2:15][O:13][C:10]1[CH:9]=[CH:8][C:7]([CH:1]2[CH2:2][CH2:3][CH2:4][CH2:5][CH2:6]2)=[CH:12][CH:11]=1)[C:19]1[CH:24]=[CH:23][CH:22]=[CH:21][CH:20]=1, predict the reactants needed to synthesize it. The reactants are: [CH:1]1([C:7]2[CH:12]=[CH:11][C:10]([OH:13])=[CH:9][CH:8]=2)[CH2:6][CH2:5][CH2:4][CH2:3][CH2:2]1.Br[CH2:15][CH2:16][O:17][CH2:18][C:19]1[CH:24]=[CH:23][CH:22]=[CH:21][CH:20]=1.C(=O)([O-])[O-].[K+].[K+].